This data is from TCR-epitope binding with 47,182 pairs between 192 epitopes and 23,139 TCRs. The task is: Binary Classification. Given a T-cell receptor sequence (or CDR3 region) and an epitope sequence, predict whether binding occurs between them. (1) The epitope is KLSYGIATV. The TCR CDR3 sequence is CASSYPLNGTQYF. Result: 1 (the TCR binds to the epitope). (2) The epitope is EEHVQIHTI. Result: 1 (the TCR binds to the epitope). The TCR CDR3 sequence is CASSPAEERGSYTGELFF.